This data is from Full USPTO retrosynthesis dataset with 1.9M reactions from patents (1976-2016). The task is: Predict the reactants needed to synthesize the given product. (1) Given the product [CH2:2]([O:9][C:10]1[CH:35]=[CH:34][C:33]([O:36][C:37]2[C:45]([CH3:46])=[CH:44][C:43]([N+:47]([O-:49])=[O:48])=[C:42]3[C:38]=2[CH2:39][CH2:40][CH2:41]3)=[CH:32][C:11]=1[CH:12]=[C:55]1[CH2:56][CH2:57][O:52][CH2:53][CH2:54]1)[C:3]1[CH:4]=[CH:5][CH:6]=[CH:7][CH:8]=1, predict the reactants needed to synthesize it. The reactants are: [Cl-].[CH2:2]([O:9][C:10]1[CH:35]=[CH:34][C:33]([O:36][C:37]2[C:45]([CH3:46])=[CH:44][C:43]([N+:47]([O-:49])=[O:48])=[C:42]3[C:38]=2[CH2:39][CH2:40][CH2:41]3)=[CH:32][C:11]=1[CH2:12][P+](C1C=CC=CC=1)(C1C=CC=CC=1)C1C=CC=CC=1)[C:3]1[CH:8]=[CH:7][CH:6]=[CH:5][CH:4]=1.[H-].[Na+].[O:52]1[CH2:57][CH2:56][C:55](=O)[CH2:54][CH2:53]1.Cl. (2) The reactants are: C(N(CC)CC)C.[NH2:8][C@@H:9]1[CH2:15][CH2:14][C@@H:13]([C:16]2[CH:21]=[CH:20][CH:19]=[C:18]([F:22])[C:17]=2[F:23])[CH2:12][N:11]([CH2:24][C:25]([F:28])([F:27])[F:26])[C:10]1=[S:29].[O:30]=[C:31]1[NH:39][C:34]2=[N:35][CH:36]=[CH:37][CH:38]=[C:33]2[N:32]1[CH:40]1[CH2:45][CH2:44][N:43]([C:46](Cl)=[O:47])[CH2:42][CH2:41]1.O. Given the product [F:23][C:17]1[C:18]([F:22])=[CH:19][CH:20]=[CH:21][C:16]=1[C@H:13]1[CH2:12][N:11]([CH2:24][C:25]([F:27])([F:28])[F:26])[C:10](=[S:29])[C@H:9]([NH:8][C:46]([N:43]2[CH2:42][CH2:41][CH:40]([N:32]3[C:33]4[C:34](=[N:35][CH:36]=[CH:37][CH:38]=4)[NH:39][C:31]3=[O:30])[CH2:45][CH2:44]2)=[O:47])[CH2:15][CH2:14]1, predict the reactants needed to synthesize it. (3) Given the product [O:7]=[C:6]1[NH:22][C:20](=[O:21])[CH2:19][C:13]2([CH2:14][CH2:15][CH2:16][CH2:17][CH2:18]2)[CH2:5]1, predict the reactants needed to synthesize it. The reactants are: C[O-].[Na+].C[C:5](C)(C([O-])=O)[C:6]([O-])=[O:7].[C:13]1(=[C:19](C#N)[C:20]([NH2:22])=[O:21])[CH2:18][CH2:17][CH2:16][CH2:15][CH2:14]1.[OH-].[Na+]. (4) Given the product [Br:1][C:2]1[CH:11]=[C:10]2[C:5]([C:6]3[N:14]4[CH:15]([CH3:19])[CH2:16][CH2:17][O:18][CH2:20][C:13]4=[N:12][C:7]=3[CH:8]=[N:9]2)=[CH:4][CH:3]=1, predict the reactants needed to synthesize it. The reactants are: [Br:1][C:2]1[CH:3]=[CH:4][C:5]2[C:6]3[N:14]([CH:15]([CH3:19])[CH2:16][CH2:17][OH:18])[C:13]([CH2:20]O)=[N:12][C:7]=3[CH:8]=[N:9][C:10]=2[CH:11]=1.[OH-].[Na+]. (5) Given the product [F:1][C:2]1[CH:7]=[CH:6][C:5]([C:8]2[CH:13]=[CH:12][N:11]=[CH:10][C:9]=2[N:14]([CH3:15])[C:25](=[O:27])[C:24]2[CH:28]=[C:29]([C:31]([F:34])([F:33])[F:32])[CH:30]=[C:22]([S:19]([CH3:18])(=[O:20])=[O:21])[CH:23]=2)=[C:4]([O:16][CH3:17])[CH:3]=1, predict the reactants needed to synthesize it. The reactants are: [F:1][C:2]1[CH:7]=[CH:6][C:5]([C:8]2[CH:13]=[CH:12][N:11]=[CH:10][C:9]=2[NH:14][CH3:15])=[C:4]([O:16][CH3:17])[CH:3]=1.[CH3:18][S:19]([C:22]1[CH:23]=[C:24]([CH:28]=[C:29]([C:31]([F:34])([F:33])[F:32])[CH:30]=1)[C:25]([OH:27])=O)(=[O:21])=[O:20]. (6) Given the product [Cl:1][C:2]1[C:3](=[O:4])[NH:10][NH:11][C:5](=[O:7])[CH:6]=1, predict the reactants needed to synthesize it. The reactants are: [Cl:1][C:2]1[C:3](=O)[O:4][C:5](=[O:7])[CH:6]=1.O.[NH2:10][NH2:11].